This data is from Full USPTO retrosynthesis dataset with 1.9M reactions from patents (1976-2016). The task is: Predict the reactants needed to synthesize the given product. (1) Given the product [CH3:27][O:22][C:21](=[O:23])[CH2:20][N:8]([C:6]([O:5][C:1]([CH3:4])([CH3:2])[CH3:3])=[O:7])[CH2:9][C:10]([N:12]1[CH2:16][CH2:15][CH2:14][CH:13]1[C:17](=[O:19])[NH2:18])=[O:11], predict the reactants needed to synthesize it. The reactants are: [C:1]([O:5][C:6]([N:8]([CH2:20][C:21]([OH:23])=[O:22])[CH2:9][C:10]([N:12]1[CH2:16][CH2:15][CH2:14][CH:13]1[C:17](=[O:19])[NH2:18])=[O:11])=[O:7])([CH3:4])([CH3:3])[CH3:2].CO.Cl.[CH3:27]N(C)CCCN=C=NCC.CN(C1C=CC=CN=1)C. (2) Given the product [Br:21][C:22]1[C:23]([C:24]([NH:2][C:1]2[C:3]3[C:4](=[CH:5][C:6]([O:11][CH2:12][CH2:13][O:14][CH3:15])=[C:7]([O:9][CH3:10])[CH:8]=3)[N:16]=[CH:17][N:18]=2)=[CH:26][C:27](=[O:29])[CH:28]=1)=[O:31], predict the reactants needed to synthesize it. The reactants are: [C:1]([C:3]1[CH:8]=[C:7]([O:9][CH3:10])[C:6]([O:11][CH2:12][CH2:13][O:14][CH3:15])=[CH:5][C:4]=1[N:16]=[CH:17][N:18](C)C)#[N:2].[Br:21][C:22]1[C:23]([O:31]C)=[C:24]([CH:26]=[C:27]([O:29]C)[CH:28]=1)N. (3) Given the product [OH:31][C@H:28]1[CH2:29][CH2:30][N:26]([C:23]2[N:24]=[CH:25][C:20]([NH:19][C:12]([C:10]3[N:11]=[C:7]([C:1]4[CH:2]=[CH:3][CH:4]=[CH:5][CH:6]=4)[O:8][C:9]=3[C:15]([F:18])([F:17])[F:16])=[O:14])=[CH:21][N:22]=2)[CH2:27]1, predict the reactants needed to synthesize it. The reactants are: [C:1]1([C:7]2[O:8][C:9]([C:15]([F:18])([F:17])[F:16])=[C:10]([C:12]([OH:14])=O)[N:11]=2)[CH:6]=[CH:5][CH:4]=[CH:3][CH:2]=1.[NH2:19][C:20]1[CH:21]=[N:22][C:23]([N:26]2[CH2:30][CH2:29][C@H:28]([OH:31])[CH2:27]2)=[N:24][CH:25]=1.